This data is from Forward reaction prediction with 1.9M reactions from USPTO patents (1976-2016). The task is: Predict the product of the given reaction. (1) Given the reactants [C:1]([C:4]1[S:8][C:7]([N:9]2[CH2:13][C:12]3[CH2:14][N:15]([C:17]([O:19][C:20]([CH3:23])([CH3:22])[CH3:21])=[O:18])[CH2:16][C:11]=3[CH2:10]2)=[N:6][CH:5]=1)(O)=[O:2].[CH2:24]([NH2:29])[CH2:25][CH:26]([CH3:28])[CH3:27].C(N(CC)CC)C.CN(C(ON1N=NC2C=CC=NC1=2)=[N+](C)C)C.F[P-](F)(F)(F)(F)F, predict the reaction product. The product is: [CH3:27][CH:26]([CH3:28])[CH2:25][CH2:24][NH:29][C:1]([C:4]1[S:8][C:7]([N:9]2[CH2:10][C:11]3[CH2:16][N:15]([C:17]([O:19][C:20]([CH3:22])([CH3:23])[CH3:21])=[O:18])[CH2:14][C:12]=3[CH2:13]2)=[N:6][CH:5]=1)=[O:2]. (2) Given the reactants C1C=CC(C(NC2C3NC=NC=3N=CN=2)=[O:8])=CC=1.C(N[C:23]1[CH:44]=[CH:43][N:26]([C@@H:27]2[O:42][C@H:36]([CH2:37][O:38]C(=O)C)[C@@H:31]([O:32]C(=O)C)[C@H:28]2[O:29]C)[C:25](=[O:45])[N:24]=1)(=O)C.[Si](OS(C(F)(F)F)(=O)=O)(C)(C)C, predict the reaction product. The product is: [C@@H:27]1([N:26]2[CH:43]=[CH:44][C:23](=[O:8])[NH:24][C:25]2=[O:45])[O:42][C@H:36]([CH2:37][OH:38])[C@@H:31]([OH:32])[C@H:28]1[OH:29]. (3) Given the reactants [C:1]([N:9]1[CH2:14][CH2:13][O:12][C:11]([CH2:21][NH:22][C:23]([O:25][C:26]([CH3:29])([CH3:28])[CH3:27])=[O:24])([C:15](OCC=C)=O)[C:10]1=[O:30])(=[O:8])[C:2]1[CH:7]=[CH:6][CH:5]=[CH:4][CH:3]=1.[CH3:31][CH2:32]OC(C)=O, predict the reaction product. The product is: [CH2:15]([C@:11]1([CH2:21][NH:22][C:23](=[O:24])[O:25][C:26]([CH3:29])([CH3:27])[CH3:28])[O:12][CH2:13][CH2:14][N:9]([C:1](=[O:8])[C:2]2[CH:3]=[CH:4][CH:5]=[CH:6][CH:7]=2)[C:10]1=[O:30])[CH:31]=[CH2:32]. (4) Given the reactants Cl.[NH2:2][CH2:3][C:4]([O:6][CH2:7][CH3:8])=[O:5].C(N(CC)CC)C.FC(F)(F)S(O[Si:22]([CH3:25])([CH3:24])[CH3:23])(=O)=O, predict the reaction product. The product is: [CH3:23][Si:22]([N:2]([CH2:3][C:4]([O:6][CH2:7][CH3:8])=[O:5])[Si:22]([CH3:25])([CH3:24])[CH3:23])([CH3:25])[CH3:24].